From a dataset of Full USPTO retrosynthesis dataset with 1.9M reactions from patents (1976-2016). Predict the reactants needed to synthesize the given product. Given the product [CH3:12][NH:11][S:8]([C:3]1[CH:4]=[CH:5][CH:6]=[CH:7][C:2]=1[C:21]1[CH:20]=[C:19]2[C:24]([C:15]([NH:14][CH3:13])=[N:16][C:17]([NH2:38])=[N:18]2)=[CH:23][CH:22]=1)(=[O:10])=[O:9], predict the reactants needed to synthesize it. The reactants are: Br[C:2]1[CH:7]=[CH:6][CH:5]=[CH:4][C:3]=1[S:8]([NH:11][CH3:12])(=[O:10])=[O:9].[CH3:13][NH:14][C:15]1[C:24]2[C:19](=[CH:20][C:21]([Sn](CCCC)(CCCC)CCCC)=[CH:22][CH:23]=2)[N:18]=[C:17]([NH2:38])[N:16]=1.